Dataset: Experimentally validated miRNA-target interactions with 360,000+ pairs, plus equal number of negative samples. Task: Binary Classification. Given a miRNA mature sequence and a target amino acid sequence, predict their likelihood of interaction. (1) The miRNA is rno-miR-455-5p with sequence UAUGUGCCUUUGGACUACAUCG. The protein sequence of the target gene is MFRQWSVQSGPAPRRPESQAASEELWEQEVERLCASRTPVRMLPYAMADKRFIRELREPEGVKTTFWQRWHRPRRVARQHLREAEQRLARGFGLWEGALYEIGGLFGTGIQSYFTFLRFLLLLNLLTMLLTACFVLLPLVWLRPPELGPALKLRLQCSSSPLPQSDIPRFHNPLWNILTGRAFNNTYLFYGAYRAGPESSSEYSIRLAYLLSPMVCLLLCFCGILQRMAEGLPQQTLLGQRYRTPLSAKVFSSWDFCIRVWEAATIKKHEISNELKMELEEGRRVELAQQQTRAQKACRL.... Result: 0 (no interaction). (2) The miRNA is mmu-miR-3087-3p with sequence UAACUCACUGUCAUGUCCUCA. The protein sequence of the target gene is MALCLKQVFAKDKTFRPRKRFEPGTQRFELYKKAQASLKSGLDLRSVVRLPPGESIDDWIAVHVVDFFNRINLIYGTMAEHCSESSCPVMAGGPRYEYRWQDERQYRRPAKLSAPRYMALLMDWIEGLINDEDVFPTRVGVPFPKNFQQVCTKILTRLFRVFVHVYIHHFDSILSMGAEAHVNTCYKHFYYFIQEFSLVDQRELEPLREMTERICH. Result: 1 (interaction). (3) The miRNA is hsa-miR-625-3p with sequence GACUAUAGAACUUUCCCCCUCA. The protein sequence of the target gene is MATAEVLNIGKKLYEGKTKEVYELLDSPGKVLLQSKDQITAGNAARKNHLEGKAAISNKITSCIFQLLQEAGIKTAFTRKCGETAFIAPQCEMIPIEWVCRRIATGSFLKRNPGVKEGYKFYPPKVELFFKDDANNDPQWSEEQLIAAKFCFAGLLIGQTEVDIMSHATQAIFEILEKSWLPQNCTLVDMKIEFGVDVTTKEIVLADVIDNDSWRLWPSGDRSQQKDKQSYRDLKEVTPEGLQMVKKNFEWVAERVELLLKSESQCRVVVLMGSTSDLGHCEKIKKACGNFGIPCELRVT.... Result: 0 (no interaction). (4) The miRNA is hsa-miR-6825-5p with sequence UGGGGAGGUGUGGAGUCAGCAU. The protein sequence of the target gene is MLGAWAVEGTAVALLRLLLLLLPPAIRGPGLGVAGVAGAAGAGLPESVIWAVNAGGEAHVDVHGIHFRKDPLEGRVGRASDYGMKLPILRSNPEDQILYQTERYNEETFGYEVPIKEEGDYVLVLKFAEVYFAQSQQKVFDVRLNGHVVVKDLDIFDRVGHSTAHDEIIPMSIRKGKLSVQGEVSTFTGKLYIEFVKGYYDNPKVCALYIMAGTVDDVPKLQPHPGLEKKEEEEEEEEYDEGSNLKKQTNKNRVQSGPRTPNPYASDNSSLMFPILVAFGVFIPTLFCLCRL. Result: 1 (interaction).